Predict which catalyst facilitates the given reaction. From a dataset of Catalyst prediction with 721,799 reactions and 888 catalyst types from USPTO. (1) Reactant: [C:1]([O:5][C:6]([N:8]1[C@@H:13]([CH2:14][OH:15])[CH2:12][O:11][C@@H:10]([O:16][CH2:17][C:18]([CH3:21])([CH3:20])[CH3:19])[CH2:9]1)=[O:7])([CH3:4])([CH3:3])[CH3:2].C(N(C(C)C)CC)(C)C.S(=O)(=O)=O.N1C=CC=CC=1. Product: [C:1]([O:5][C:6]([N:8]1[C@@H:13]([CH:14]=[O:15])[CH2:12][O:11][C@@H:10]([O:16][CH2:17][C:18]([CH3:21])([CH3:20])[CH3:19])[CH2:9]1)=[O:7])([CH3:4])([CH3:3])[CH3:2]. The catalyst class is: 633. (2) Reactant: [OH:1][C:2]1[CH:3]=[C:4]([N:8]2[CH2:13][CH2:12][NH:11][CH2:10][CH2:9]2)[CH:5]=[CH:6][CH:7]=1.C(=O)([O-])O.[Na+].Cl[C:20]([O:22][CH2:23][C:24]1[CH:29]=[CH:28][CH:27]=[CH:26][CH:25]=1)=[O:21].C(OCC)(=O)C. Product: [OH:1][C:2]1[CH:3]=[C:4]([N:8]2[CH2:13][CH2:12][N:11]([C:20]([O:22][CH2:23][C:24]3[CH:29]=[CH:28][CH:27]=[CH:26][CH:25]=3)=[O:21])[CH2:10][CH2:9]2)[CH:5]=[CH:6][CH:7]=1. The catalyst class is: 7. (3) Reactant: [CH3:1][N:2]1[CH2:7][CH2:6][CH:5]([NH:8][C:9]([C:11]2[S:29][C:14]3[N:15]=[CH:16][N:17]=[C:18]([NH:19]CC4C=CC(OC)=CC=4)[C:13]=3[CH:12]=2)=[O:10])[CH2:4][CH2:3]1. Product: [CH3:1][N:2]1[CH2:7][CH2:6][CH:5]([NH:8][C:9]([C:11]2[S:29][C:14]3[N:15]=[CH:16][N:17]=[C:18]([NH2:19])[C:13]=3[CH:12]=2)=[O:10])[CH2:4][CH2:3]1. The catalyst class is: 55.